From a dataset of Forward reaction prediction with 1.9M reactions from USPTO patents (1976-2016). Predict the product of the given reaction. (1) Given the reactants [CH2:1]([NH:3][C:4]([NH:6][C:7]1[CH:12]=[C:11]([C:13]2[CH:14]=[N:15][C:16]([F:19])=[CH:17][CH:18]=2)[CH:10]=[CH:9][N:8]=1)=[O:5])[CH3:2].[Br:20]NC(=O)CCC(N)=O, predict the reaction product. The product is: [Br:20][C:10]1[C:11]([C:13]2[CH:14]=[N:15][C:16]([F:19])=[CH:17][CH:18]=2)=[CH:12][C:7]([NH:6][C:4]([NH:3][CH2:1][CH3:2])=[O:5])=[N:8][CH:9]=1. (2) Given the reactants Cl[C:2]1[C:7]([N+:8]([O-:10])=[O:9])=[CH:6][CH:5]=[CH:4][N:3]=1.[CH2:11]1[O:20][C:19]2[CH:18]=[CH:17][C:15]([NH2:16])=[CH:14][C:13]=2[O:12]1.C([O-])(=O)C.[Na+], predict the reaction product. The product is: [O:20]1[C:19]2[CH:18]=[CH:17][C:15]([NH:16][C:2]3[C:7]([N+:8]([O-:10])=[O:9])=[CH:6][CH:5]=[CH:4][N:3]=3)=[CH:14][C:13]=2[O:12][CH2:11]1. (3) Given the reactants [O:1]=[C:2]1[N:7]([NH:8][C:9]2[CH:14]=[CH:13][CH:12]=[CH:11][CH:10]=2)[C:6]([C@H:15]([NH:19][CH2:20][CH2:21][CH2:22][NH:23][C:24](=[O:33])[O:25][CH2:26][C:27]2[CH:32]=[CH:31][CH:30]=[CH:29][CH:28]=2)[CH2:16][C:17]#[CH:18])=[N:5][C:4]2[CH:34]=[CH:35][CH:36]=[N:37][C:3]1=2.C(N(C(C)C)CC)(C)C.[Cl:47][C:48]1[C:49]([F:57])=[C:50]([CH:54]=[CH:55][CH:56]=1)[C:51](Cl)=[O:52], predict the reaction product. The product is: [Cl:47][C:48]1[C:49]([F:57])=[C:50]([CH:54]=[CH:55][CH:56]=1)[C:51]([N:19]([CH2:20][CH2:21][CH2:22][NH:23][C:24](=[O:33])[O:25][CH2:26][C:27]1[CH:28]=[CH:29][CH:30]=[CH:31][CH:32]=1)[C@@H:15]([C:6]1[N:7]([NH:8][C:9]2[CH:10]=[CH:11][CH:12]=[CH:13][CH:14]=2)[C:2](=[O:1])[C:3]2[N:37]=[CH:36][CH:35]=[CH:34][C:4]=2[N:5]=1)[CH2:16][C:17]#[CH:18])=[O:52].